Dataset: Full USPTO retrosynthesis dataset with 1.9M reactions from patents (1976-2016). Task: Predict the reactants needed to synthesize the given product. (1) Given the product [NH2:51][C:50]1[C:47]2[CH:48]=[CH:49][C:44]([C:15]3[CH:16]=[C:17]([Cl:43])[C:18]([CH2:19][C@@H:20]4[CH2:24][CH2:23][N:22]([N:25]5[CH2:30][CH2:29][CH:28]([O:31][Si:32]([CH:33]([CH3:35])[CH3:34])([CH:36]([CH3:37])[CH3:38])[CH:39]([CH3:40])[CH3:41])[CH2:27][CH2:26]5)[C:21]4=[O:42])=[C:13]([Cl:12])[CH:14]=3)=[CH:45][C:46]=2[O:5][N:4]=1, predict the reactants needed to synthesize it. The reactants are: C([NH:4][OH:5])(=O)C.C(=O)([O-])[O-].[K+].[K+].[Cl:12][C:13]1[CH:14]=[C:15]([C:44]2[CH:49]=[CH:48][C:47]([C:50]#[N:51])=[C:46](F)[CH:45]=2)[CH:16]=[C:17]([Cl:43])[C:18]=1[CH2:19][C@@H:20]1[CH2:24][CH2:23][N:22]([N:25]2[CH2:30][CH2:29][CH:28]([O:31][Si:32]([CH:39]([CH3:41])[CH3:40])([CH:36]([CH3:38])[CH3:37])[CH:33]([CH3:35])[CH3:34])[CH2:27][CH2:26]2)[C:21]1=[O:42]. (2) Given the product [N:38]([C@H:7]1[O:8][C@H:9]([CH2:15][O:16][C:17](=[O:19])[CH3:18])[C@@H:10]([O:11][C:12](=[O:14])[CH3:13])[C@H:5]([O:4][C:1](=[O:3])[CH3:2])[C@H:6]1[NH:21][C:22](=[C:24]1[C:29](=[O:30])[CH2:28][C:27]([CH3:32])([CH3:31])[CH2:26][C:25]1=[O:33])[CH3:23])=[N+:39]=[N-:40], predict the reactants needed to synthesize it. The reactants are: [C:1]([O:4][C@H:5]1[C@H:10]([O:11][C:12](=[O:14])[CH3:13])[C@@H:9]([CH2:15][O:16][C:17](=[O:19])[CH3:18])[O:8][C@H:7](Br)[C@@H:6]1[NH:21][C:22](=[C:24]1[C:29](=[O:30])[CH2:28][C:27]([CH3:32])([CH3:31])[CH2:26][C:25]1=[O:33])[CH3:23])(=[O:3])[CH3:2].C[Si]([N:38]=[N+:39]=[N-:40])(C)C.[F-].C([N+](CCCC)(CCCC)CCCC)CCC. (3) Given the product [NH:8]1[CH2:12][CH2:11][CH2:10][C@H:9]1[CH2:13][O:14][C:15]1[CH:24]=[CH:23][C:18]([C:19]([O:21][CH3:22])=[O:20])=[CH:17][C:16]=1[C:25]([O:27][CH3:28])=[O:26], predict the reactants needed to synthesize it. The reactants are: C(OC([N:8]1[CH2:12][CH2:11][CH2:10][C@H:9]1[CH2:13][O:14][C:15]1[CH:24]=[CH:23][C:18]([C:19]([O:21][CH3:22])=[O:20])=[CH:17][C:16]=1[C:25]([O:27][CH3:28])=[O:26])=O)(C)(C)C.C(O)(C(F)(F)F)=O. (4) Given the product [CH:61]([OH:63])=[O:62].[Cl:19][C:20]1[S:24][C:23](/[CH:25]=[CH:26]/[S:27]([NH:1][C@H:2]2[CH2:6][CH2:5][N:4]([C:7]3[CH:8]=[C:9]4[C:14](=[CH:15][CH:16]=3)[CH2:13][N:12]([CH3:17])[CH2:11][CH2:10]4)[C:3]2=[O:18])(=[O:29])=[O:28])=[CH:22][CH:21]=1, predict the reactants needed to synthesize it. The reactants are: [NH2:1][C@H:2]1[CH2:6][CH2:5][N:4]([C:7]2[CH:8]=[C:9]3[C:14](=[CH:15][CH:16]=2)[CH2:13][N:12]([CH3:17])[CH2:11][CH2:10]3)[C:3]1=[O:18].[Cl:19][C:20]1[S:24][C:23](/[CH:25]=[CH:26]/[S:27](Cl)(=[O:29])=[O:28])=[CH:22][CH:21]=1.ClC1C=C2C(=CC=1)C=C(S(N[C@H]1CCN(C3C=C4C(=CC=3)CN([C:61]([O:63]C(C)(C)C)=[O:62])CC4)C1=O)(=O)=O)C=C2. (5) Given the product [F:12][C:4]1[C:5]([O:10][CH3:11])=[CH:6][C:7]([O:8][CH3:9])=[C:2]([F:1])[C:3]=1[N:13]1[CH2:18][C:17]2[CH:19]=[N:20][C:21]([C:23]3[C:24]([CH3:29])=[N:25][N:26]([CH3:28])[CH:27]=3)=[CH:22][C:16]=2[N:15]([C:30]2[CH:31]=[N:32][N:33]([CH2:36][CH3:37])[CH:34]=2)[C:14]1=[O:35], predict the reactants needed to synthesize it. The reactants are: [F:1][C:2]1[C:7]([O:8][CH3:9])=[CH:6][C:5]([O:10][CH3:11])=[C:4]([F:12])[C:3]=1[N:13]1[CH2:18][C:17]2[CH:19]=[N:20][C:21]([C:23]3[C:24]([CH3:29])=[N:25][N:26]([CH3:28])[CH:27]=3)=[CH:22][C:16]=2[N:15]([C:30]2[CH:31]=[N:32][NH:33][CH:34]=2)[C:14]1=[O:35].[CH2:36](I)[CH3:37]. (6) Given the product [CH3:4][CH2:5][CH:6]([C:9]1[S:10][CH:11]=[C:12]([C:14]([OH:16])=[O:15])[N:13]=1)[CH2:7][CH3:8], predict the reactants needed to synthesize it. The reactants are: O.[OH-].[Li+].[CH3:4][CH2:5][CH:6]([C:9]1[S:10][CH:11]=[C:12]([C:14]([O:16]CC)=[O:15])[N:13]=1)[CH2:7][CH3:8].Cl. (7) The reactants are: [CH2:1]([O:3][C:4](=[O:18])[C:5]1[CH:10]=[C:9]([CH3:11])[CH:8]=[C:7]([C:12]2[CH2:16][CH2:15][CH2:14][C:13]=2Br)[CH:6]=1)[CH3:2].[F:19][C:20]([F:40])([F:39])[C:21]1[CH:22]=[CH:23][C:24]([O:30][CH2:31][C:32]2[CH:37]=[CH:36][C:35]([F:38])=[CH:34][CH:33]=2)=[C:25](B(O)O)[CH:26]=1. Given the product [CH2:1]([O:3][C:4](=[O:18])[C:5]1[CH:10]=[C:9]([CH3:11])[CH:8]=[C:7]([C:12]2[CH2:16][CH2:15][CH2:14][C:13]=2[C:23]2[CH:22]=[C:21]([C:20]([F:40])([F:19])[F:39])[CH:26]=[CH:25][C:24]=2[O:30][CH2:31][C:32]2[CH:37]=[CH:36][C:35]([F:38])=[CH:34][CH:33]=2)[CH:6]=1)[CH3:2], predict the reactants needed to synthesize it. (8) The reactants are: [F:1][C:2]1[CH:7]=[CH:6][C:5]([N:8]2[C:16]3[C:11](=[CH:12][C:13]([C:17]([O:19]C)=[O:18])=[CH:14][CH:15]=3)[CH:10]=[CH:9]2)=[CH:4][CH:3]=1.C1COCC1.[OH-].[Li+].Cl. Given the product [F:1][C:2]1[CH:3]=[CH:4][C:5]([N:8]2[C:16]3[C:11](=[CH:12][C:13]([C:17]([OH:19])=[O:18])=[CH:14][CH:15]=3)[CH:10]=[CH:9]2)=[CH:6][CH:7]=1, predict the reactants needed to synthesize it.